From a dataset of Catalyst prediction with 721,799 reactions and 888 catalyst types from USPTO. Predict which catalyst facilitates the given reaction. Reactant: [OH:1][CH:2]([C:6]1[CH:11]=[CH:10][C:9]([C:12]2[N:16]=[C:15]([C:17]3[O:21][N:20]=[C:19]([C:22]4[CH:27]=[CH:26][CH:25]=[CH:24][CH:23]=4)[C:18]=3[C:28]([F:31])([F:30])[F:29])[O:14][N:13]=2)=[CH:8][CH:7]=1)[C:3](O)=[O:4].[CH3:32][C:33]1[NH:34][C:35]([CH2:38][NH2:39])=[N:36][N:37]=1.CN(C(ON1N=NC2C=CC=NC1=2)=[N+](C)C)C.F[P-](F)(F)(F)(F)F.CN1CCOCC1. Product: [OH:1][CH:2]([C:6]1[CH:7]=[CH:8][C:9]([C:12]2[N:16]=[C:15]([C:17]3[O:21][N:20]=[C:19]([C:22]4[CH:27]=[CH:26][CH:25]=[CH:24][CH:23]=4)[C:18]=3[C:28]([F:31])([F:30])[F:29])[O:14][N:13]=2)=[CH:10][CH:11]=1)[C:3]([NH:39][CH2:38][C:35]1[NH:34][C:33]([CH3:32])=[N:37][N:36]=1)=[O:4]. The catalyst class is: 3.